This data is from Forward reaction prediction with 1.9M reactions from USPTO patents (1976-2016). The task is: Predict the product of the given reaction. (1) Given the reactants [Br:1][C:2]1[C:10]2[C:9]([C:11]([O:13]CC)=[O:12])=[CH:8][C:7]([C:16]3[CH:21]=[CH:20][CH:19]=[CH:18][CH:17]=3)=[N:6][C:5]=2[N:4]([CH:22]([CH3:24])[CH3:23])[N:3]=1.[OH-].[Na+].Cl, predict the reaction product. The product is: [Br:1][C:2]1[C:10]2[C:9]([C:11]([OH:13])=[O:12])=[CH:8][C:7]([C:16]3[CH:17]=[CH:18][CH:19]=[CH:20][CH:21]=3)=[N:6][C:5]=2[N:4]([CH:22]([CH3:24])[CH3:23])[N:3]=1. (2) Given the reactants [C:1]([CH2:6][C:7]([O-:9])=[O:8])([C:3]([OH:5])=[O:4])=[O:2].[CH:10]1[N:11]=[C:12]([NH2:53])[C:13]2[N:18]=[CH:17][N:16]([C@@H:19]3[O:23][C@H:22]([CH2:24][O:25][P:26]([O:29][P:30]([O:33]C[C@H]4O[C@@H](N5C=C(C(N)=O)CC=C5)[C@H](O)[C@@H]4O)([OH:32])=[O:31])([OH:28])=[O:27])[C@@H:21]([OH:51])[C@H:20]3[OH:52])[C:14]=2[N:15]=1, predict the reaction product. The product is: [C:3]([O-:5])(=[O:4])[C@H:1]([CH2:6][C:7]([O-:9])=[O:8])[OH:2].[P:26]([O:25][CH2:24][C@H:22]1[O:23][C@@H:19]([N:16]2[C:14]3[N:15]=[CH:10][N:11]=[C:12]([NH2:53])[C:13]=3[N:18]=[CH:17]2)[C@H:20]([OH:52])[C@@H:21]1[OH:51])([O:29][P:30]([OH:32])([OH:33])=[O:31])(=[O:27])[OH:28]. (3) Given the reactants [O:1]([C:8]1[CH:13]=[CH:12][C:11]([C:14]2[C:19]3=[N:20][S:21](=[O:25])(=[O:24])[CH2:22][CH2:23][N:18]3[CH:17]=[CH:16][CH:15]=2)=[CH:10][CH:9]=1)[C:2]1[CH:7]=[CH:6][CH:5]=[CH:4][CH:3]=1, predict the reaction product. The product is: [O:1]([C:8]1[CH:9]=[CH:10][C:11]([CH:14]2[C:19]3=[N:20][S:21](=[O:25])(=[O:24])[CH2:22][CH2:23][N:18]3[CH2:17][CH2:16][CH2:15]2)=[CH:12][CH:13]=1)[C:2]1[CH:7]=[CH:6][CH:5]=[CH:4][CH:3]=1. (4) Given the reactants [NH2:1][C:2](=[O:15])[CH2:3][NH:4][C:5](=[O:14])[O:6][CH2:7][C:8]1[CH:13]=[CH:12][CH:11]=[CH:10][CH:9]=1.F[B-](F)(F)F.[CH3:21][O+](C)C.Cl, predict the reaction product. The product is: [CH2:7]([O:6][C:5]([NH:4][CH2:3][C:2](=[NH:1])[O:15][CH3:21])=[O:14])[C:8]1[CH:13]=[CH:12][CH:11]=[CH:10][CH:9]=1. (5) Given the reactants CO[C:3]1=[N:4][CH2:5][CH2:6][O:7][CH2:8][CH2:9]1.[C:10]1([C:16]2[O:17][C:18](=[O:21])[CH2:19][N:20]=2)[CH:15]=[CH:14][CH:13]=[CH:12][CH:11]=1.O.[OH-].[Li+].O, predict the reaction product. The product is: [C:10]1([C:16]2[N:4]3[CH2:5][CH2:6][O:7][CH2:8][CH2:9][C:3]3=[C:19]([C:18]([OH:21])=[O:17])[N:20]=2)[CH:15]=[CH:14][CH:13]=[CH:12][CH:11]=1.